From a dataset of Catalyst prediction with 721,799 reactions and 888 catalyst types from USPTO. Predict which catalyst facilitates the given reaction. (1) Reactant: [F-].C([N+](CCCC)(CCCC)CCCC)CCC.[CH3:19][O:20][C:21](=[O:61])[CH2:22][C:23]1[CH:28]=[CH:27][C:26]([C:29]2[CH:34]=[CH:33][C:32]([C:35]([CH2:58][CH3:59])([C:38]3[CH:43]=[CH:42][C:41]([C:44]#[C:45][C:46]4([O:52][Si](C)(C)C)[CH2:51][CH2:50][S:49][CH2:48][CH2:47]4)=[C:40]([CH3:57])[CH:39]=3)[CH2:36][CH3:37])=[CH:31][C:30]=2[CH3:60])=[CH:25][CH:24]=1.O. Product: [CH3:19][O:20][C:21](=[O:61])[CH2:22][C:23]1[CH:24]=[CH:25][C:26]([C:29]2[CH:34]=[CH:33][C:32]([C:35]([CH2:36][CH3:37])([C:38]3[CH:43]=[CH:42][C:41]([C:44]#[C:45][C:46]4([OH:52])[CH2:51][CH2:50][S:49][CH2:48][CH2:47]4)=[C:40]([CH3:57])[CH:39]=3)[CH2:58][CH3:59])=[CH:31][C:30]=2[CH3:60])=[CH:27][CH:28]=1. The catalyst class is: 7. (2) Reactant: [CH3:1][C:2]1[C:3]([NH:17][CH:18]2[CH2:23][CH2:22][N:21](C(OC(C)(C)C)=O)[CH2:20][CH2:19]2)=[N:4][C:5]([NH:9][CH2:10][C:11]2[CH:16]=[CH:15][CH:14]=[CH:13][N:12]=2)=[N:6][C:7]=1[CH3:8].Cl. Product: [CH3:1][C:2]1[C:3]([NH:17][CH:18]2[CH2:23][CH2:22][NH:21][CH2:20][CH2:19]2)=[N:4][C:5]([NH:9][CH2:10][C:11]2[CH:16]=[CH:15][CH:14]=[CH:13][N:12]=2)=[N:6][C:7]=1[CH3:8]. The catalyst class is: 12. (3) Reactant: [Cl:1][C:2]1[N:7]=[CH:6][C:5]([NH2:8])=[CH:4][CH:3]=1.N1C=CC=CC=1.Cl[C:16]([O:18][CH2:19][C:20]([Cl:23])([Cl:22])[Cl:21])=[O:17].O. Product: [Cl:1][C:2]1[N:7]=[CH:6][C:5]([NH:8][C:16](=[O:17])[O:18][CH2:19][C:20]([Cl:23])([Cl:22])[Cl:21])=[CH:4][CH:3]=1. The catalyst class is: 7.